From a dataset of Full USPTO retrosynthesis dataset with 1.9M reactions from patents (1976-2016). Predict the reactants needed to synthesize the given product. (1) Given the product [ClH:33].[CH2:1]([O:3][C:4](=[O:32])[C@@H:5]([CH3:31])[CH2:6][CH:7]([NH2:23])[CH2:8][C:9]1[CH:14]=[CH:13][C:12]([C:15]2[CH:20]=[CH:19][CH:18]=[CH:17][C:16]=2[O:21][CH3:22])=[CH:11][CH:10]=1)[CH3:2], predict the reactants needed to synthesize it. The reactants are: [CH2:1]([O:3][C:4](=[O:32])[C@@H:5]([CH3:31])[CH2:6][CH:7]([NH:23]C(OC(C)(C)C)=O)[CH2:8][C:9]1[CH:14]=[CH:13][C:12]([C:15]2[CH:20]=[CH:19][CH:18]=[CH:17][C:16]=2[O:21][CH3:22])=[CH:11][CH:10]=1)[CH3:2].[ClH:33]. (2) Given the product [Cl:20][C:15]1[C:11]([C:8]2[CH:9]=[CH:10][C:5]([O:4][CH:1]([CH3:3])[CH3:2])=[C:6]([CH3:19])[CH:7]=2)=[N:12][N:13]([CH3:18])[C:14]=1[O:16][CH3:17], predict the reactants needed to synthesize it. The reactants are: [CH:1]([O:4][C:5]1[CH:10]=[CH:9][C:8]([C:11]2[CH:15]=[C:14]([O:16][CH3:17])[N:13]([CH3:18])[N:12]=2)=[CH:7][C:6]=1[CH3:19])([CH3:3])[CH3:2].[Cl:20]N1C(=O)CCC1=O.C(Cl)(Cl)Cl. (3) The reactants are: [CH:1]1([CH2:4][CH2:5][NH:6][C:7]([C:9]2[N:10]=[N:11][C:12]([N:15]3[CH2:20][CH2:19][NH:18][CH2:17][CH2:16]3)=[CH:13][CH:14]=2)=[O:8])[CH2:3][CH2:2]1.Cl[C:22]1[O:23][C:24]2[CH:30]=[CH:29][CH:28]=[CH:27][C:25]=2[N:26]=1.N12CCCN=C1CCCCC2. Given the product [CH:1]1([CH2:4][CH2:5][NH:6][C:7]([C:9]2[N:10]=[N:11][C:12]([N:15]3[CH2:20][CH2:19][N:18]([C:22]4[O:23][C:24]5[CH:30]=[CH:29][CH:28]=[CH:27][C:25]=5[N:26]=4)[CH2:17][CH2:16]3)=[CH:13][CH:14]=2)=[O:8])[CH2:3][CH2:2]1, predict the reactants needed to synthesize it. (4) Given the product [NH2:2][CH2:1][C:3]1[CH:4]=[C:5]([C:10]2[CH:15]=[CH:14][CH:13]=[C:12]([CH2:16][N:17]3[CH2:22][CH2:21][N:20]([C:23]([O:25][C:26]([CH3:29])([CH3:28])[CH3:27])=[O:24])[C@@H:19]([CH3:30])[CH2:18]3)[CH:11]=2)[CH:6]=[CH:7][C:8]=1[F:9], predict the reactants needed to synthesize it. The reactants are: [C:1]([C:3]1[CH:4]=[C:5]([C:10]2[CH:15]=[CH:14][CH:13]=[C:12]([CH2:16][N:17]3[CH2:22][CH2:21][N:20]([C:23]([O:25][C:26]([CH3:29])([CH3:28])[CH3:27])=[O:24])[C@@H:19]([CH3:30])[CH2:18]3)[CH:11]=2)[CH:6]=[CH:7][C:8]=1[F:9])#[N:2].B. (5) Given the product [C:25]([O:30][CH2:31][CH2:32][CH2:33][CH2:34][CH2:35][CH2:36][CH2:37][CH2:38][CH2:39][CH2:40][CH2:41][CH3:42])(=[O:29])[C:26]([CH3:28])=[CH2:27].[CH3:31][O:30][C:25](=[O:29])[C:26]([CH3:28])=[CH2:27], predict the reactants needed to synthesize it. The reactants are: C(OS(C1C=CC=CC=1)(=O)=O)CCCCCCCCCCC.[Na].O.[C:25]([O:30][CH2:31][CH2:32][CH2:33][CH2:34][CH2:35][CH2:36][CH2:37][CH2:38][CH2:39][CH2:40][CH2:41][CH3:42])(=[O:29])[C:26]([CH3:28])=[CH2:27]. (6) Given the product [Cl:21][C:22]1[N:23]=[CH:24][C:25]([C:26]([NH:1][C:2]2[CH:7]=[C:6]([C:8]3[S:9][CH:10]=[CH:11][CH:12]=3)[CH:5]=[CH:4][C:3]=2[NH:13][C:14](=[O:20])[O:15][C:16]([CH3:17])([CH3:19])[CH3:18])=[O:32])=[CH:28][CH:29]=1, predict the reactants needed to synthesize it. The reactants are: [NH2:1][C:2]1[CH:7]=[C:6]([C:8]2[S:9][CH:10]=[CH:11][CH:12]=2)[CH:5]=[CH:4][C:3]=1[NH:13][C:14](=[O:20])[O:15][C:16]([CH3:19])([CH3:18])[CH3:17].[Cl:21][C:22]1[CH:29]=[CH:28][C:25]([CH2:26]Cl)=[CH:24][N:23]=1.CC[O:32]C(C)=O.